Dataset: Catalyst prediction with 721,799 reactions and 888 catalyst types from USPTO. Task: Predict which catalyst facilitates the given reaction. (1) Reactant: [F-].C([N+](CCCC)(CCCC)CCCC)CCC.[CH3:19][O:20][C:21]1[CH:26]=[CH:25][N:24]=[C:23]([C:27]#[C:28][Si](C)(C)C)[N:22]=1.C(=O)([O-])[O-].[K+].[K+]. Product: [C:27]([C:23]1[N:22]=[C:21]([O:20][CH3:19])[CH:26]=[CH:25][N:24]=1)#[CH:28]. The catalyst class is: 506. (2) Product: [CH2:5]([C:12]1[CH:13]=[C:14]([NH:23][CH2:24][C:25]2[CH:26]=[CH:27][C:28]([S:31]([CH3:34])(=[O:33])=[O:32])=[CH:29][CH:30]=2)[C:15]([C:18]([O:20][CH2:21][CH3:22])=[O:19])=[N:16][CH:17]=1)[C:6]1[CH:7]=[CH:8][CH:9]=[CH:10][CH:11]=1. The catalyst class is: 14. Reactant: CC[O-].[Na+].[CH2:5]([C:12]1[CH:13]=[C:14]([N:23](C(=O)CC(OCC)=O)[CH2:24][C:25]2[CH:30]=[CH:29][C:28]([S:31]([CH3:34])(=[O:33])=[O:32])=[CH:27][CH:26]=2)[C:15]([C:18]([O:20][CH2:21][CH3:22])=[O:19])=[N:16][CH:17]=1)[C:6]1[CH:11]=[CH:10][CH:9]=[CH:8][CH:7]=1.Cl. (3) Reactant: [CH2:1]([O:8][C:9]1[CH:16]=[CH:15][CH:14]=[CH:13][C:10]=1[C:11]#[N:12])[C:2]1[CH:7]=[CH:6][CH:5]=[CH:4][CH:3]=1.[H-].[Al+3].[Li+].[H-].[H-].[H-].[OH-].[Na+].[ClH:25]. Product: [ClH:25].[CH2:1]([O:8][C:9]1[CH:16]=[CH:15][CH:14]=[CH:13][C:10]=1[CH2:11][NH2:12])[C:2]1[CH:3]=[CH:4][CH:5]=[CH:6][CH:7]=1. The catalyst class is: 1. (4) Reactant: [NH2:1][C:2](=[O:40])[C:3]([CH3:39])([CH3:38])[CH2:4][NH:5][C:6]([C@H:8]([CH:35]([CH3:37])[CH3:36])[CH2:9][C@@H:10]1[O:14][CH2:13][NH:12][C@H:11]1[CH2:15][C@H:16]([CH2:20][C:21]1[CH:26]=[CH:25][C:24]([O:27][CH3:28])=[C:23]([O:29][CH2:30][CH2:31][CH2:32][O:33][CH3:34])[CH:22]=1)[CH:17]([CH3:19])[CH3:18])=[O:7].[CH2:41]([O:45][C:46](Cl)=[O:47])[CH:42]([CH3:44])[CH3:43]. Product: [NH2:1][C:2](=[O:40])[C:3]([CH3:38])([CH3:39])[CH2:4][NH:5][C:6]([C@H:8]([CH:35]([CH3:36])[CH3:37])[CH2:9][C@@H:10]1[O:14][CH2:13][N:12]([C:46]([O:45][CH2:41][CH:42]([CH3:44])[CH3:43])=[O:47])[C@H:11]1[CH2:15][C@H:16]([CH2:20][C:21]1[CH:26]=[CH:25][C:24]([O:27][CH3:28])=[C:23]([O:29][CH2:30][CH2:31][CH2:32][O:33][CH3:34])[CH:22]=1)[CH:17]([CH3:19])[CH3:18])=[O:7]. The catalyst class is: 166. (5) Reactant: C[O:2][CH:3](OC)[C:4]1[CH:5]=[C:6]([C:11]([C:13]2[C:18]([CH:19]([CH3:21])[CH3:20])=[C:17]([O:22][CH3:23])[N:16]=[C:15]([O:24][CH3:25])[N:14]=2)=[O:12])[CH:7]=[C:8]([CH3:10])[CH:9]=1.Cl. Product: [CH:19]([C:18]1[C:13]([C:11]([C:6]2[CH:5]=[C:4]([CH:9]=[C:8]([CH3:10])[CH:7]=2)[CH:3]=[O:2])=[O:12])=[N:14][C:15]([O:24][CH3:25])=[N:16][C:17]=1[O:22][CH3:23])([CH3:21])[CH3:20]. The catalyst class is: 147. (6) Reactant: [Si:1]([O:8][CH2:9][CH2:10][CH2:11][CH2:12][C:13]1[N:21]2[C:16]([C:17]([NH2:22])=[N:18][CH:19]=[N:20]2)=[CH:15][CH:14]=1)([C:4]([CH3:7])([CH3:6])[CH3:5])([CH3:3])[CH3:2].[Br:23]N1C(C)(C)C(=O)N(Br)C1=O. Product: [Br:23][C:15]1[CH:14]=[C:13]([CH2:12][CH2:11][CH2:10][CH2:9][O:8][Si:1]([C:4]([CH3:7])([CH3:5])[CH3:6])([CH3:2])[CH3:3])[N:21]2[C:16]=1[C:17]([NH2:22])=[N:18][CH:19]=[N:20]2. The catalyst class is: 7. (7) Reactant: [CH3:1][O:2][C:3]([C:5]1[C:9]([CH:10]=[CH:11][CH2:12][CH3:13])=[C:8]([CH2:14][CH3:15])[N:7]([CH2:16][C:17]2[CH:22]=[CH:21][CH:20]=[CH:19][CH:18]=2)[C:6]=1[CH:23]([CH3:25])[CH3:24])=[O:4]. Product: [CH3:1][O:2][C:3]([C:5]1[C:9]([CH2:10][CH2:11][CH2:12][CH3:13])=[C:8]([CH2:14][CH3:15])[N:7]([CH2:16][C:17]2[CH:18]=[CH:19][CH:20]=[CH:21][CH:22]=2)[C:6]=1[CH:23]([CH3:25])[CH3:24])=[O:4]. The catalyst class is: 123. (8) Reactant: [Si](I)(C)(C)C.[CH3:6][O:7][C:8](=[O:46])[CH:9]([NH:38]C(OC(C)(C)C)=O)[CH2:10][S:11][CH2:12][C:13]1[CH:18]=[CH:17][C:16]([C:19]2[CH:24]=[CH:23][C:22]([C:25]3[C:30]4[O:31][C:32]5[CH:37]=[CH:36][CH:35]=[CH:34][C:33]=5[C:29]=4[CH:28]=[CH:27][CH:26]=3)=[CH:21][CH:20]=2)=[CH:15][CH:14]=1.C(Cl)Cl.C(=O)(O)[O-].[Na+]. Product: [CH3:6][O:7][C:8](=[O:46])[CH:9]([NH2:38])[CH2:10][S:11][CH2:12][C:13]1[CH:18]=[CH:17][C:16]([C:19]2[CH:20]=[CH:21][C:22]([C:25]3[C:30]4[O:31][C:32]5[CH:37]=[CH:36][CH:35]=[CH:34][C:33]=5[C:29]=4[CH:28]=[CH:27][CH:26]=3)=[CH:23][CH:24]=2)=[CH:15][CH:14]=1. The catalyst class is: 6. (9) Reactant: [Cl:1][C:2]1[C:6]([N:7]([CH2:20][C:21]#[CH:22])[C:8](=[O:19])[CH2:9][N:10](C)[C:11](=O)OC(C)(C)C)=[CH:5][N:4]([C:23]2[CH:24]=[N:25][CH:26]=[CH:27][CH:28]=2)[N:3]=1.FC(F)(F)C(O)=O.C1(C)C=CC=CC=1. Product: [Cl:1][C:2]1[C:6]([N:7]([CH2:20][C:21]#[CH:22])[C:8](=[O:19])[CH2:9][NH:10][CH3:11])=[CH:5][N:4]([C:23]2[CH:24]=[N:25][CH:26]=[CH:27][CH:28]=2)[N:3]=1. The catalyst class is: 2.